Dataset: Reaction yield outcomes from USPTO patents with 853,638 reactions. Task: Predict the reaction yield, written as a fraction of the theoretical maximum amount of product (1.0 means a 100% yield; for example, 0.34 means a 34% yield). (1) The reactants are [CH2:1]([O:3][C:4]([C:6]1[C:7]([CH3:12])=[N:8][NH:9][C:10]=1[CH3:11])=[O:5])[CH3:2].[F:13][C:14]([F:24])([F:23])[O:15][C:16]1[CH:17]=[C:18](I)[CH:19]=[CH:20][CH:21]=1. No catalyst specified. The product is [CH2:1]([O:3][C:4]([C:6]1[C:7]([CH3:12])=[N:8][N:9]([C:18]2[CH:19]=[CH:20][CH:21]=[C:16]([O:15][C:14]([F:13])([F:23])[F:24])[CH:17]=2)[C:10]=1[CH3:11])=[O:5])[CH3:2]. The yield is 0.730. (2) The reactants are [OH:1][C:2]1[CH:3]=[C:4]([CH:7]=[C:8]([OH:10])[CH:9]=1)[C:5]#[N:6].C([O-])([O-])=O.[K+].[K+].[CH2:17](Br)[C:18]1[CH:23]=[CH:22][CH:21]=[CH:20][CH:19]=1. The catalyst is CC#N. The product is [CH2:17]([O:1][C:2]1[CH:3]=[C:4]([CH:7]=[C:8]([OH:10])[CH:9]=1)[C:5]#[N:6])[C:18]1[CH:23]=[CH:22][CH:21]=[CH:20][CH:19]=1. The yield is 0.290. (3) The reactants are [CH3:1][N:2]1[C:6]([C:7]2[S:8][CH:9]=[CH:10][CH:11]=2)=[C:5](/[CH:12]=[CH:13]/[C:14]([O:16]CC)=[O:15])[CH:4]=[N:3]1.[OH-].[Na+].Cl. The catalyst is CO. The product is [CH3:1][N:2]1[C:6]([C:7]2[S:8][CH:9]=[CH:10][CH:11]=2)=[C:5](/[CH:12]=[CH:13]/[C:14]([OH:16])=[O:15])[CH:4]=[N:3]1. The yield is 0.950. (4) The reactants are [C:1]([O:4][C:5]1[C:24]([O:25][CH3:26])=[CH:23][C:8]([C:9]([NH:11][CH2:12][CH2:13][C:14]2[CH:19]=[CH:18][C:17]([N+:20]([O-])=O)=[CH:16][CH:15]=2)=[O:10])=[CH:7][C:6]=1[O:27][CH3:28])(=[O:3])[CH3:2].CC(C1C=C(C=C(C(C)(C)C)C=1O)C(NCC1C=CC([N+]([O-])=O)=CC=1)=O)(C)C. No catalyst specified. The product is [C:1]([O:4][C:5]1[C:24]([O:25][CH3:26])=[CH:23][C:8]([C:9]([NH:11][CH2:12][CH2:13][C:14]2[CH:19]=[CH:18][C:17]([NH2:20])=[CH:16][CH:15]=2)=[O:10])=[CH:7][C:6]=1[O:27][CH3:28])(=[O:3])[CH3:2]. The yield is 1.00. (5) The reactants are [C:1]([C:3]1[CH:4]=[C:5]2[C:10](=[CH:11][C:12]=1[O:13][CH2:14][C@H:15]1[CH2:17][O:16]1)[N:9]=[CH:8][CH:7]=[C:6]2[O:18][C:19]1[CH:24]=[CH:23][C:22]([NH:25][C:26]([NH:28][C:29]2[CH:34]=[CH:33][C:32]([F:35])=[CH:31][CH:30]=2)=[O:27])=[CH:21][CH:20]=1)#[N:2].[CH2:36]([NH:38][CH2:39][CH3:40])[CH3:37]. The catalyst is O1CCCC1. The product is [C:1]([C:3]1[CH:4]=[C:5]2[C:10](=[CH:11][C:12]=1[O:13][CH2:14][C@H:15]([OH:16])[CH2:17][N:38]([CH2:39][CH3:40])[CH2:36][CH3:37])[N:9]=[CH:8][CH:7]=[C:6]2[O:18][C:19]1[CH:24]=[CH:23][C:22]([NH:25][C:26]([NH:28][C:29]2[CH:30]=[CH:31][C:32]([F:35])=[CH:33][CH:34]=2)=[O:27])=[CH:21][CH:20]=1)#[N:2]. The yield is 0.547. (6) The reactants are Br[C:2]1[CH:3]=[CH:4][C:5]2[O:11][CH2:10][CH2:9][N:8]3[CH:12]=[C:13]([C:15]4[N:19]([CH:20]([CH3:22])[CH3:21])[N:18]=[C:17]([NH2:23])[N:16]=4)[N:14]=[C:7]3[C:6]=2[CH:24]=1.[C:25]1(B(O)O)[CH:30]=[CH:29][CH:28]=[CH:27][CH:26]=1.C([O-])([O-])=O.[Cs+].[Cs+].O. The catalyst is O1CCOCC1.C1C=CC(P(C2C=CC=CC=2)[C-]2C=CC=C2)=CC=1.C1C=CC(P(C2C=CC=CC=2)[C-]2C=CC=C2)=CC=1.Cl[Pd]Cl.[Fe+2]. The product is [CH:20]([N:19]1[C:15]([C:13]2[N:14]=[C:7]3[C:6]4[CH:24]=[C:2]([C:25]5[CH:30]=[CH:29][CH:28]=[CH:27][CH:26]=5)[CH:3]=[CH:4][C:5]=4[O:11][CH2:10][CH2:9][N:8]3[CH:12]=2)=[N:16][C:17]([NH2:23])=[N:18]1)([CH3:22])[CH3:21]. The yield is 0.180. (7) The reactants are [Cl:1][C:2]1[N:7]=[CH:6][C:5]([NH2:8])=[C:4]([NH:9][C@@H:10]([CH3:15])[C:11]([F:14])([F:13])[F:12])[CH:3]=1.C(N(CC)CC)C.Cl[C:24]([CH2:26][O:27][C:28](=[O:30])[CH3:29])=[O:25]. The catalyst is O1CCCC1. The product is [Cl:1][C:2]1[N:7]=[CH:6][C:5]([NH:8][C:24]([CH2:26][O:27][C:28](=[O:30])[CH3:29])=[O:25])=[C:4]([NH:9][C@@H:10]([CH3:15])[C:11]([F:14])([F:12])[F:13])[CH:3]=1. The yield is 0.670. (8) The reactants are [Cl:1][CH2:2][C:3]1[N:4]=[C:5]2[S:12][CH:11]=[C:10]([C:13](OC)=[O:14])[N:6]2[C:7](=[O:9])[CH:8]=1.[BH4-].[Na+]. The catalyst is CO. The product is [Cl:1][CH2:2][C:3]1[N:4]=[C:5]2[S:12][CH:11]=[C:10]([CH2:13][OH:14])[N:6]2[C:7](=[O:9])[CH:8]=1. The yield is 0.200. (9) The yield is 0.610. The product is [CH2:1]([N:8]([CH3:15])[CH2:9][CH2:10][C:11]([NH:20][CH2:19][CH2:18][O:17][CH3:16])=[O:13])[C:2]1[CH:3]=[CH:4][CH:5]=[CH:6][CH:7]=1. The reactants are [CH2:1]([N:8]([CH3:15])[CH2:9][CH2:10][C:11]([O:13]C)=O)[C:2]1[CH:7]=[CH:6][CH:5]=[CH:4][CH:3]=1.[CH3:16][O:17][CH2:18][CH2:19][NH2:20]. No catalyst specified. (10) The reactants are [Br:1][C:2]1[CH:3]=[C:4]2[NH:10][C:9](=[O:11])[C:8]([CH3:13])([CH3:12])[C:5]2=[N:6][CH:7]=1.[H-].[Na+].[CH3:16]I. The catalyst is CN(C=O)C. The product is [Br:1][C:2]1[CH:3]=[C:4]2[N:10]([CH3:16])[C:9](=[O:11])[C:8]([CH3:13])([CH3:12])[C:5]2=[N:6][CH:7]=1. The yield is 0.860.